Dataset: Forward reaction prediction with 1.9M reactions from USPTO patents (1976-2016). Task: Predict the product of the given reaction. (1) Given the reactants [Na].[NH2:2][C:3]1[C:7]([CH:8]([CH3:10])[CH3:9])=[CH:6][NH:5][N:4]=1.[C:11](OCC)(=[O:18])[CH2:12][C:13](OCC)=[O:14], predict the reaction product. The product is: [CH:8]([C:7]1[CH:6]=[N:5][N:4]2[C:13]([OH:14])=[CH:12][C:11]([OH:18])=[N:2][C:3]=12)([CH3:10])[CH3:9]. (2) Given the reactants [Br:1][C:2]1[CH:3]=[C:4]2[N:21]([C@@H:22]([CH2:25][CH3:26])[CH2:23][OH:24])[CH:20]=[C:19]([CH3:27])[C:5]2=[N:6][C:7]=1[C:8]1[C:9]([O:17][CH3:18])=[N:10][C:11]([CH:14]([CH3:16])[CH3:15])=[CH:12][CH:13]=1.[H-].[Na+].[CH3:30]I.O, predict the reaction product. The product is: [Br:1][C:2]1[CH:3]=[C:4]2[N:21]([C@H:22]([CH2:23][O:24][CH3:30])[CH2:25][CH3:26])[CH:20]=[C:19]([CH3:27])[C:5]2=[N:6][C:7]=1[C:8]1[C:9]([O:17][CH3:18])=[N:10][C:11]([CH:14]([CH3:16])[CH3:15])=[CH:12][CH:13]=1. (3) The product is: [CH:1]1([N:5]2[CH2:11][CH2:10][C:9]3[S:12][C:13]([CH:15]4[CH2:20][CH2:19][N:18]([C:22]5[CH:29]=[CH:28][C:25]([C:26]#[N:27])=[CH:24][CH:23]=5)[CH2:17][CH2:16]4)=[N:14][C:8]=3[CH2:7][CH2:6]2)[CH2:2][CH2:3][CH2:4]1. Given the reactants [CH:1]1([N:5]2[CH2:11][CH2:10][C:9]3[S:12][C:13]([CH:15]4[CH2:20][CH2:19][NH:18][CH2:17][CH2:16]4)=[N:14][C:8]=3[CH2:7][CH2:6]2)[CH2:4][CH2:3][CH2:2]1.Br[C:22]1[CH:29]=[CH:28][C:25]([C:26]#[N:27])=[CH:24][CH:23]=1, predict the reaction product. (4) Given the reactants C[N:2](C)/[CH:3]=[CH:4]/[C:5]1[N:10]=[CH:9][C:8]([C:11]2[CH:12]=[N:13][N:14]([CH:16]3[CH2:21][CH2:20][N:19]([C:22]([O:24][C:25]([CH3:28])([CH3:27])[CH3:26])=[O:23])[CH2:18][CH2:17]3)[CH:15]=2)=[CH:7][C:6]=1[N+]([O-])=O, predict the reaction product. The product is: [NH:2]1[C:6]2[C:5](=[N:10][CH:9]=[C:8]([C:11]3[CH:12]=[N:13][N:14]([CH:16]4[CH2:21][CH2:20][N:19]([C:22]([O:24][C:25]([CH3:28])([CH3:26])[CH3:27])=[O:23])[CH2:18][CH2:17]4)[CH:15]=3)[CH:7]=2)[CH:4]=[CH:3]1. (5) Given the reactants [CH3:1][O:2][C:3]1[CH:8]=[CH:7][C:6]([C:9]2[C:14]([CH3:15])=[C:13]([C:16]([F:19])([F:18])[F:17])[N:12]3[N:20]=[CH:21][C:22]([C:23]([OH:25])=O)=[C:11]3[N:10]=2)=[CH:5][CH:4]=1.CN(C(ON1N=NC2C=CC=NC1=2)=[N+](C)C)C.F[P-](F)(F)(F)(F)F.CCN(C(C)C)C(C)C.[CH3:59][C@H:60]1[NH:65][CH2:64][CH2:63][N:62]([C@H:66]([C:68]2[CH:73]=[C:72]([F:74])[C:71]([F:75])=[C:70]([F:76])[CH:69]=2)[CH3:67])[CH2:61]1, predict the reaction product. The product is: [CH3:1][O:2][C:3]1[CH:8]=[CH:7][C:6]([C:9]2[C:14]([CH3:15])=[C:13]([C:16]([F:19])([F:17])[F:18])[N:12]3[N:20]=[CH:21][C:22]([C:23]([N:65]4[CH2:64][CH2:63][N:62]([C@H:66]([C:68]5[CH:69]=[C:70]([F:76])[C:71]([F:75])=[C:72]([F:74])[CH:73]=5)[CH3:67])[CH2:61][C@H:60]4[CH3:59])=[O:25])=[C:11]3[N:10]=2)=[CH:5][CH:4]=1.